From a dataset of Full USPTO retrosynthesis dataset with 1.9M reactions from patents (1976-2016). Predict the reactants needed to synthesize the given product. (1) Given the product [ClH:1].[CH3:5][O:6][C:7]1[CH:12]=[CH:11][C:10]([CH2:13][CH2:14][CH:15]([NH2:17])[CH3:16])=[CH:9][CH:8]=1, predict the reactants needed to synthesize it. The reactants are: [ClH:1].Cl.CO.[CH3:5][O:6][C:7]1[CH:12]=[CH:11][C:10]([CH2:13][CH2:14][CH:15]([NH2:17])[CH3:16])=[CH:9][CH:8]=1. (2) Given the product [CH3:1][C:2]1[CH:6]=[C:5]([NH:7][S:8]([C:11]2[CH:16]=[CH:15][C:14]([C:21]3[CH:22]=[CH:23][CH:24]=[CH:25][C:20]=3[O:19][CH3:18])=[CH:13][CH:12]=2)(=[O:10])=[O:9])[O:4][N:3]=1, predict the reactants needed to synthesize it. The reactants are: [CH3:1][C:2]1[CH:6]=[C:5]([NH:7][S:8]([C:11]2[CH:16]=[CH:15][C:14](Br)=[CH:13][CH:12]=2)(=[O:10])=[O:9])[O:4][N:3]=1.[CH3:18][O:19][C:20]1[CH:25]=[CH:24][CH:23]=[CH:22][C:21]=1B(O)O. (3) Given the product [C:1]([C:4]1[CH:5]=[CH:6][C:7]([N:10]=[N:11][C:12](=[C:16]2[C:25]3[C:20](=[CH:21][CH:22]=[CH:23][CH:24]=3)[CH2:19][C:18]([CH3:27])([CH3:26])[N:17]2[CH3:28])[C:13]([NH2:15])=[O:14])=[CH:8][CH:9]=1)(=[O:3])[CH3:2], predict the reactants needed to synthesize it. The reactants are: [C:1]([C:4]1[CH:9]=[CH:8][C:7]([N:10]=[N:11][C:12](=[C:16]2[C:25]3[C:20](=[CH:21][CH:22]=[CH:23][CH:24]=3)[CH2:19][C:18]([CH3:27])([CH3:26])[NH:17]2)[C:13]([NH2:15])=[O:14])=[CH:6][CH:5]=1)(=[O:3])[CH3:2].[C:28](=O)([O-])[O-].[Na+].[Na+].CI. (4) Given the product [Cl:21][C:17]1[CH:16]=[C:15]([NH:14][C:12](=[O:13])/[C:11](=[CH:35]\[C:33]2[CH:32]=[CH:31][C:30]3[O:25][CH2:26][CH2:27][O:28][C:29]=3[CH:34]=2)/[C:10]([NH:9][C:5]2[CH:6]=[CH:7][CH:8]=[C:3]([C:2]([F:1])([F:23])[F:24])[CH:4]=2)=[O:22])[CH:20]=[CH:19][N:18]=1, predict the reactants needed to synthesize it. The reactants are: [F:1][C:2]([F:24])([F:23])[C:3]1[CH:4]=[C:5]([NH:9][C:10](=[O:22])[CH2:11][C:12]([NH:14][C:15]2[CH:20]=[CH:19][N:18]=[C:17]([Cl:21])[CH:16]=2)=[O:13])[CH:6]=[CH:7][CH:8]=1.[O:25]1[C:30]2[CH:31]=[CH:32][C:33]([CH:35]=O)=[CH:34][C:29]=2[O:28][CH2:27][CH2:26]1. (5) Given the product [CH2:1]([C:7]1[C:15]2[C:10](=[CH:11][CH:12]=[CH:13][CH:14]=2)[N:9]([CH3:20])[CH:8]=1)[CH2:2][CH2:3][CH2:4][CH2:5][CH3:6], predict the reactants needed to synthesize it. The reactants are: [CH2:1]([C:7]1[C:15]2[C:10](=[CH:11][CH:12]=[CH:13][CH:14]=2)[NH:9][CH:8]=1)[CH2:2][CH2:3][CH2:4][CH2:5][CH3:6].[OH-].[K+].[Cl-].[NH4+].[C:20](OCC)(=O)C. (6) The reactants are: [N+:1]([C:4]1[CH:19]=[CH:18][C:7]([CH2:8][N:9]2[N:13]=[C:12]3[CH:14]=[CH:15][CH:16]=[CH:17][C:11]3=[N:10]2)=[CH:6][CH:5]=1)([O-])=O. Given the product [N:10]1[N:9]([CH2:8][C:7]2[CH:18]=[CH:19][C:4]([NH2:1])=[CH:5][CH:6]=2)[N:13]=[C:12]2[CH:14]=[CH:15][CH:16]=[CH:17][C:11]=12, predict the reactants needed to synthesize it. (7) Given the product [C:13]([C:2]1[CH:11]=[CH:10][C:5]([C:6]([O:8][CH3:9])=[O:7])=[C:4]([CH3:12])[CH:3]=1)#[N:14], predict the reactants needed to synthesize it. The reactants are: Br[C:2]1[CH:11]=[CH:10][C:5]([C:6]([O:8][CH3:9])=[O:7])=[C:4]([CH3:12])[CH:3]=1.[CH3:13][N:14](C=O)C. (8) Given the product [CH2:15]([N:14]([CH2:12][C:4]1[CH:3]=[C:2]([CH:7]=[C:6]([C:8]([F:9])([F:10])[F:11])[CH:5]=1)[NH2:1])[CH2:19][CH3:18])[CH3:16], predict the reactants needed to synthesize it. The reactants are: [NH2:1][C:2]1[CH:3]=[C:4]([C:12]([N:14]2[CH2:19][CH2:18]N(C)[CH2:16][CH2:15]2)=O)[CH:5]=[C:6]([C:8]([F:11])([F:10])[F:9])[CH:7]=1.